Dataset: Full USPTO retrosynthesis dataset with 1.9M reactions from patents (1976-2016). Task: Predict the reactants needed to synthesize the given product. The reactants are: [Na].[CH3:2][C:3]([C:5]1[C:6]([OH:12])=[CH:7][CH:8]=[CH:9][C:10]=1[OH:11])=[O:4].[C:13](OCC)(=O)[C:14]([O:16][CH2:17][CH3:18])=[O:15].Cl. Given the product [OH:12][C:6]1[CH:7]=[CH:8][CH:9]=[C:10]2[C:5]=1[C:3](=[O:4])[CH:2]=[C:13]([C:14]([O:16][CH2:17][CH3:18])=[O:15])[O:11]2, predict the reactants needed to synthesize it.